Dataset: Forward reaction prediction with 1.9M reactions from USPTO patents (1976-2016). Task: Predict the product of the given reaction. The product is: [CH2:24]([NH:27][CH2:2][C:3]1[N:7]([CH2:8][CH2:9][CH3:10])[C:6]2[CH:11]=[CH:12][C:13]([CH2:15][O:16][Si:17]([CH3:23])([CH3:22])[C:18]([CH3:21])([CH3:20])[CH3:19])=[CH:14][C:5]=2[N:4]=1)[CH2:25][CH3:26]. Given the reactants Cl[CH2:2][C:3]1[N:7]([CH2:8][CH2:9][CH3:10])[C:6]2[CH:11]=[CH:12][C:13]([CH2:15][O:16][Si:17]([CH3:23])([CH3:22])[C:18]([CH3:21])([CH3:20])[CH3:19])=[CH:14][C:5]=2[N:4]=1.[CH2:24]([NH2:27])[CH2:25][CH3:26], predict the reaction product.